From a dataset of Full USPTO retrosynthesis dataset with 1.9M reactions from patents (1976-2016). Predict the reactants needed to synthesize the given product. (1) Given the product [CH3:1][C@@H:2]1[CH2:7][CH2:6][CH2:5][C@H:4]([CH3:8])[N:3]1[C:9](=[O:36])[CH2:10][O:11][C:12]1[CH:21]=[CH:20][C:19]2[C:14](=[CH:15][CH:16]=[C:17]([C:22]3[C:30]4[C:25](=[CH:26][CH:27]=[C:28]([C:31]5[NH:37][N:38]=[C:39]([CH2:40][CH:41]([CH3:43])[CH3:42])[N:32]=5)[CH:29]=4)[NH:24][N:23]=3)[CH:18]=2)[CH:13]=1, predict the reactants needed to synthesize it. The reactants are: [CH3:1][C@@H:2]1[CH2:7][CH2:6][CH2:5][C@H:4]([CH3:8])[N:3]1[C:9](=[O:36])[CH2:10][O:11][C:12]1[CH:21]=[CH:20][C:19]2[C:14](=[CH:15][CH:16]=[C:17]([C:22]3[C:30]4[C:25](=[CH:26][CH:27]=[C:28]([CH:31]=[N:32]OCC)[CH:29]=4)[NH:24][N:23]=3)[CH:18]=2)[CH:13]=1.[NH2:37][NH:38][C:39](=O)[CH2:40][CH:41]([CH3:43])[CH3:42]. (2) Given the product [CH2:16]([O:18][C:19]([C:21]1[CH:22]=[N:23][C:24]2[C:29]([C:30]=1[CH:1]=[CH2:2])=[CH:28][CH:27]=[CH:26][C:25]=2[Cl:32])=[O:20])[CH3:17], predict the reactants needed to synthesize it. The reactants are: [CH2:1](C([Sn])=C(CCCC)CCCC)[CH2:2]CC.[CH2:16]([O:18][C:19]([C:21]1[CH:22]=[N:23][C:24]2[C:29]([C:30]=1Cl)=[CH:28][CH:27]=[CH:26][C:25]=2[Cl:32])=[O:20])[CH3:17]. (3) The reactants are: [Cl:1][C:2]1[CH:3]=[C:4]([CH2:31][C:32]([O:34]C)=[O:33])[CH:5]=[CH:6][C:7]=1[O:8][C:9]1[C:18]([NH:19][S:20]([C:23]2[CH:28]=[CH:27][C:26]([Cl:29])=[CH:25][C:24]=2[Cl:30])(=[O:22])=[O:21])=[CH:17][C:12]2[N:13]=[C:14]([CH3:16])[NH:15][C:11]=2[CH:10]=1.[Li+].[OH-].Cl. Given the product [Cl:1][C:2]1[CH:3]=[C:4]([CH2:31][C:32]([OH:34])=[O:33])[CH:5]=[CH:6][C:7]=1[O:8][C:9]1[C:18]([NH:19][S:20]([C:23]2[CH:28]=[CH:27][C:26]([Cl:29])=[CH:25][C:24]=2[Cl:30])(=[O:21])=[O:22])=[CH:17][C:12]2[N:13]=[C:14]([CH3:16])[NH:15][C:11]=2[CH:10]=1, predict the reactants needed to synthesize it. (4) Given the product [CH2:17]([C:11]1[C:12](=[O:13])[N:7]([C:1]2[CH:6]=[CH:5][CH:4]=[CH:3][CH:2]=2)[NH:8][C:9]=1[CH3:10])[CH3:19], predict the reactants needed to synthesize it. The reactants are: [C:1]1([NH:7][NH2:8])[CH:6]=[CH:5][CH:4]=[CH:3][CH:2]=1.[CH2:9]([CH:11]([C:17]([CH3:19])=O)[C:12](OCC)=[O:13])[CH3:10]. (5) Given the product [CH2:17]([C:11]1[CH:16]=[CH:15][CH:14]=[CH:13][CH:12]=1)[CH2:18][CH2:19][CH2:20][CH2:21][CH2:22][CH2:23][CH3:24].[CH2:17]=[CH:18][CH2:19][CH2:20][CH2:21][CH2:22][CH2:23][CH3:24], predict the reactants needed to synthesize it. The reactants are: CCCCN1C=[N+](C)C=C1.[CH:11]1[CH:16]=[CH:15][CH:14]=[CH:13][CH:12]=1.[CH2:17]=[CH:18][CH2:19][CH2:20][CH2:21][CH2:22][CH2:23][CH3:24]. (6) Given the product [NH2:20][C:21]1[N:22]=[C:23]([Cl:30])[C:24]([CH:28]=[O:29])=[C:25]([C:11]2[CH:12]=[CH:13][C:14]([CH3:16])=[CH:15][C:10]=2[CH3:9])[N:26]=1, predict the reactants needed to synthesize it. The reactants are: P([O-])([O-])([O-])=O.[K+].[K+].[K+].[CH3:9][C:10]1[CH:15]=[C:14]([CH3:16])[CH:13]=[CH:12][C:11]=1B(O)O.[NH2:20][C:21]1[N:26]=[C:25](Cl)[C:24]([CH:28]=[O:29])=[C:23]([Cl:30])[N:22]=1.ClCCl.